This data is from Full USPTO retrosynthesis dataset with 1.9M reactions from patents (1976-2016). The task is: Predict the reactants needed to synthesize the given product. (1) The reactants are: [C:1]([C:4]1[C:5]([Cl:13])=[N:6][CH:7]=[C:8]([N+:10]([O-:12])=[O:11])[CH:9]=1)([OH:3])=O.C(Cl)(=O)C(Cl)=O.[CH3:20][N:21]([CH3:24])[CH:22]=O.[CH:25]([N:28](C(C)C)CC)(C)[CH3:26]. Given the product [Cl:13][C:5]1[C:4]([C:1]([C:26](=[CH:22][N:21]([CH3:24])[CH3:20])[C:25]#[N:28])=[O:3])=[CH:9][C:8]([N+:10]([O-:12])=[O:11])=[CH:7][N:6]=1, predict the reactants needed to synthesize it. (2) The reactants are: [CH3:1][N:2]([CH3:6])[CH2:3][CH2:4][OH:5].Cl[C:8]1[N:13]=[CH:12][C:11](/[C:14](/[C:24]2[CH:29]=[CH:28][C:27]([OH:30])=[CH:26][CH:25]=2)=[C:15](\[C:18]2[CH:23]=[CH:22][CH:21]=[CH:20][CH:19]=2)/[CH2:16][CH3:17])=[CH:10][CH:9]=1. Given the product [CH3:1][N:2]([CH3:6])[CH2:3][CH2:4][O:5][C:8]1[N:13]=[CH:12][C:11](/[C:14](/[C:24]2[CH:25]=[CH:26][C:27]([OH:30])=[CH:28][CH:29]=2)=[C:15](\[C:18]2[CH:23]=[CH:22][CH:21]=[CH:20][CH:19]=2)/[CH2:16][CH3:17])=[CH:10][CH:9]=1, predict the reactants needed to synthesize it. (3) Given the product [CH3:13][O:12][C:3]1[C:4]2[CH2:5][CH2:6][CH2:7][CH2:8][C:9]=2[CH:10]=[CH:11][C:2]=1[B:19]([OH:24])[OH:20], predict the reactants needed to synthesize it. The reactants are: Br[C:2]1[C:3]([O:12][CH3:13])=[C:4]2[C:9](=[CH:10][CH:11]=1)[CH2:8][CH2:7][CH2:6][CH2:5]2.C([Li])CCC.[B:19](OC(C)C)([O:24]C(C)C)[O:20]C(C)C.Cl.